From a dataset of Full USPTO retrosynthesis dataset with 1.9M reactions from patents (1976-2016). Predict the reactants needed to synthesize the given product. Given the product [NH2:26][CH2:25][C:10]1[CH:11]=[C:12]([C:15]2[CH:20]=[CH:19][C:18]([C:21]([F:22])([F:23])[F:24])=[CH:17][CH:16]=2)[CH:13]=[CH:14][C:9]=1[NH:8][CH2:7][C:1]1[CH:2]=[CH:3][CH:4]=[CH:5][CH:6]=1, predict the reactants needed to synthesize it. The reactants are: [C:1]1([CH2:7][NH:8][C:9]2[CH:14]=[CH:13][C:12]([C:15]3[CH:20]=[CH:19][C:18]([C:21]([F:24])([F:23])[F:22])=[CH:17][CH:16]=3)=[CH:11][C:10]=2[C:25]#[N:26])[CH:6]=[CH:5][CH:4]=[CH:3][CH:2]=1.[H-].[Al+3].[Li+].[H-].[H-].[H-].